From a dataset of hERG Central: cardiac toxicity at 1µM, 10µM, and general inhibition. Predict hERG channel inhibition at various concentrations. (1) The compound is OCCN(Cc1ccccc1)Cc1ccc(Cl)cc1. Results: hERG_inhib (hERG inhibition (general)): blocker. (2) The drug is CC(C)OC(=O)c1cc2c(ccn2-c2ccc(F)cc2)n1CC(=O)N1CCN(C(=O)c2ccco2)CC1. Results: hERG_inhib (hERG inhibition (general)): blocker.